Dataset: Full USPTO retrosynthesis dataset with 1.9M reactions from patents (1976-2016). Task: Predict the reactants needed to synthesize the given product. (1) The reactants are: [F:1][C:2]1[CH:34]=[CH:33][C:5]([NH:6][C:7]2[CH:19]=[C:18](/[CH:20]=[CH:21]/[C:22]3[CH:27]=[CH:26][C:25]([O:28][C:29]([F:32])([F:31])[F:30])=[CH:24][CH:23]=3)[CH:17]=[CH:16][C:8]=2[C:9]([O:11]C(C)(C)C)=[O:10])=[CH:4][CH:3]=1. Given the product [F:1][C:2]1[CH:3]=[CH:4][C:5]([NH:6][C:7]2[CH:19]=[C:18](/[CH:20]=[CH:21]/[C:22]3[CH:27]=[CH:26][C:25]([O:28][C:29]([F:30])([F:31])[F:32])=[CH:24][CH:23]=3)[CH:17]=[CH:16][C:8]=2[C:9]([OH:11])=[O:10])=[CH:33][CH:34]=1, predict the reactants needed to synthesize it. (2) Given the product [Br:11][C:12]1[CH:21]=[N:20][CH:19]=[CH:18][C:13]=1[CH2:14][OH:15], predict the reactants needed to synthesize it. The reactants are: [H-].C([Al+]CC(C)C)C(C)C.[Br:11][C:12]1[CH:21]=[N:20][CH:19]=[CH:18][C:13]=1[C:14](OC)=[O:15]. (3) Given the product [CH3:1][O:2][C:3]1[C:4]([C:18]2[CH:19]=[CH:20][CH:21]=[CH:22][C:17]=2[F:16])=[CH:5][C:6]2[C:11](=[CH:10][CH:9]=[CH:8][CH:7]=2)[CH:12]=1, predict the reactants needed to synthesize it. The reactants are: [CH3:1][O:2][C:3]1[C:4](B(O)O)=[CH:5][C:6]2[C:11]([CH:12]=1)=[CH:10][CH:9]=[CH:8][CH:7]=2.[F:16][C:17]1[CH:22]=[CH:21][CH:20]=[CH:19][C:18]=1Br.C(=O)([O-])[O-].[Na+].[Na+]. (4) Given the product [NH:58]([C:54]1[CH:53]=[C:52]([C:51]2[C:50]3[C:45](=[C:46]([C:70]([F:73])([F:71])[F:72])[CH:47]=[CH:48][CH:49]=3)[N:44]=[CH:43][C:42]=2[C:34]([C:35]2[CH:36]=[CH:37][CH:38]=[CH:39][CH:40]=2)=[O:41])[CH:57]=[CH:56][CH:55]=1)[C:1]1[CH:6]=[CH:5][CH:4]=[CH:3][CH:2]=1, predict the reactants needed to synthesize it. The reactants are: [C:1]1(B(O)O)[CH:6]=[CH:5][CH:4]=[CH:3][CH:2]=1.C(O)(=O)CCCCCCCCCCCCC.N1C(C)=CC=CC=1C.[C:34]([C:42]1[CH:43]=[N:44][C:45]2[C:50]([C:51]=1[C:52]1[CH:53]=[C:54]([NH:58]CC3C=CC(CC([O-])=O)=CC=3)[CH:55]=[CH:56][CH:57]=1)=[CH:49][CH:48]=[CH:47][C:46]=2[C:70]([F:73])([F:72])[F:71])(=[O:41])[C:35]1[CH:40]=[CH:39][CH:38]=[CH:37][CH:36]=1. (5) Given the product [F:12][C:9]1[CH:10]=[N:11][C:2]([NH:18][CH2:13][CH2:14][CH:15]([CH3:17])[CH3:16])=[C:3]([CH:8]=1)[C:4]([OH:6])=[O:5], predict the reactants needed to synthesize it. The reactants are: Cl[C:2]1[N:11]=[CH:10][C:9]([F:12])=[CH:8][C:3]=1[C:4]([O:6]C)=[O:5].[CH2:13]([NH2:18])[CH2:14][CH:15]([CH3:17])[CH3:16].[OH-].[Na+].